Predict the reactants needed to synthesize the given product. From a dataset of Full USPTO retrosynthesis dataset with 1.9M reactions from patents (1976-2016). (1) The reactants are: [C:1]1([N:7]2[C:16]3[C:11](=[CH:12][CH:13]=[CH:14][CH:15]=3)[CH2:10][CH:9]([NH:17]C(=O)OC(C)(C)C)[CH2:8]2)[CH:6]=[CH:5][CH:4]=[CH:3][CH:2]=1.[F:25][C:26]([F:31])([F:30])[C:27]([OH:29])=[O:28]. Given the product [OH:29][C:27]([C:26]([F:31])([F:30])[F:25])=[O:28].[C:1]1([N:7]2[C:16]3[C:11](=[CH:12][CH:13]=[CH:14][CH:15]=3)[CH2:10][CH:9]([NH2:17])[CH2:8]2)[CH:6]=[CH:5][CH:4]=[CH:3][CH:2]=1, predict the reactants needed to synthesize it. (2) The reactants are: C1(P(C2C=CC=CC=2)C2C=CC=CC=2)C=CC=CC=1.CC(OC(/N=N/C(OC(C)C)=O)=O)C.[C:34]([OH:37])(=[S:36])[CH3:35].[C:38]([C:42]1[CH:47]=[CH:46][C:45]([CH:48]([CH2:66][C:67]2[CH:72]=[CH:71][C:70]([O:73][CH2:74][CH2:75]O)=[CH:69][CH:68]=2)[C:49]([NH:51][C:52]2[CH:57]=[CH:56][C:55]([O:58][CH2:59][CH:60]3[CH2:65][CH2:64][CH2:63][CH2:62][CH2:61]3)=[CH:54][CH:53]=2)=[O:50])=[CH:44][CH:43]=1)([CH3:41])([CH3:40])[CH3:39]. Given the product [C:38]([C:42]1[CH:43]=[CH:44][C:45]([CH:48]([C:49](=[O:50])[NH:51][C:52]2[CH:53]=[CH:54][C:55]([O:58][CH2:59][CH:60]3[CH2:65][CH2:64][CH2:63][CH2:62][CH2:61]3)=[CH:56][CH:57]=2)[CH2:66][C:67]2[CH:72]=[CH:71][C:70]([O:73][CH2:74][CH2:75][S:36][C:34](=[O:37])[CH3:35])=[CH:69][CH:68]=2)=[CH:46][CH:47]=1)([CH3:39])([CH3:40])[CH3:41], predict the reactants needed to synthesize it. (3) Given the product [Cl:1][C:2]1[CH:3]=[C:4]([O:21][CH2:28][CH3:29])[CH:5]=[C:6]2[C:11]=1[O:10][CH:9]([C:12]([F:15])([F:14])[F:13])[C:8]([C:16]([O:18][CH2:19][CH3:20])=[O:17])=[CH:7]2, predict the reactants needed to synthesize it. The reactants are: [Cl:1][C:2]1[CH:3]=[C:4]([OH:21])[CH:5]=[C:6]2[C:11]=1[O:10][CH:9]([C:12]([F:15])([F:14])[F:13])[C:8]([C:16]([O:18][CH2:19][CH3:20])=[O:17])=[CH:7]2.C([O-])([O-])=O.[K+].[K+].[CH2:28](I)[CH3:29].[Na+].[Cl-]. (4) Given the product [C:32]([NH:36][C:10]([C@@H:9]1[CH2:13][C:14](=[CH2:16])[CH2:15][N:8]1[C:6]([C:23]1[C:18](=[O:17])[O:19][C:20]([CH2:27][CH2:28][CH2:29][CH2:30][CH3:31])=[CH:21][CH:22]=1)=[O:7])=[O:12])([CH3:35])([CH3:34])[CH3:33], predict the reactants needed to synthesize it. The reactants are: C(O[C:6]([N:8]1[CH2:15][C:14](=[CH2:16])[CH2:13][C@H:9]1[C:10]([OH:12])=O)=[O:7])(C)(C)C.[O:17]=[C:18]1[C:23](C(Cl)=O)=[CH:22][CH:21]=[C:20]([CH2:27][CH2:28][CH2:29][CH2:30][CH3:31])[O:19]1.[C:32]([NH2:36])([CH3:35])([CH3:34])[CH3:33]. (5) Given the product [NH2:46][C:38]1[C:39]2[CH:44]=[CH:43][C:42]([NH:45][C:3](=[O:5])[C@:2]([OH:1])([C@@:7]3([CH3:25])[O:12][CH2:11][CH2:10][N:9]([C:13]4[CH:17]=[CH:16][N:15]([C:18]5[CH:23]=[CH:22][N:21]=[N:20][CH:19]=5)[N:14]=4)[C:8]3=[O:24])[CH3:6])=[CH:41][C:40]=2[O:36][N:37]=1, predict the reactants needed to synthesize it. The reactants are: [OH:1][C@@:2]([C@@:7]1([CH3:25])[O:12][CH2:11][CH2:10][N:9]([C:13]2[CH:17]=[CH:16][N:15]([C:18]3[CH:23]=[CH:22][N:21]=[N:20][CH:19]=3)[N:14]=2)[C:8]1=[O:24])([CH3:6])[C:3]([OH:5])=O.C1C=NC2N(O)N=NC=2C=1.[O:36]1[C:40]2[CH:41]=[C:42]([NH2:45])[CH:43]=[CH:44][C:39]=2[C:38]([NH2:46])=[N:37]1.C(Cl)CCl.CCN(C(C)C)C(C)C.C(O)(C(F)(F)F)=O. (6) The reactants are: [CH2:1]([O:3][C:4]([C:6]1[N:7]=[C:8]([Br:23])[N:9]([CH:20]([CH3:22])[CH3:21])[C:10]=1[CH:11]([C:13]1[CH:18]=[CH:17][C:16]([Cl:19])=[CH:15][CH:14]=1)O)=[O:5])[CH3:2].[CH3:24][O:25][C:26]1[CH:32]=[CH:31][C:30]([CH3:33])=[CH:29][C:27]=1[NH2:28]. Given the product [CH2:1]([O:3][C:4]([C:6]1[N:7]=[C:8]([Br:23])[N:9]([CH:20]([CH3:22])[CH3:21])[C:10]=1[CH:11]([C:13]1[CH:18]=[CH:17][C:16]([Cl:19])=[CH:15][CH:14]=1)[NH:28][C:27]1[CH:29]=[C:30]([CH3:33])[CH:31]=[CH:32][C:26]=1[O:25][CH3:24])=[O:5])[CH3:2], predict the reactants needed to synthesize it. (7) The reactants are: [CH3:1][C:2]1[CH:7]=[CH:6][C:5]([S:8]([N:11]2[C:19]3[C:14](=[CH:15][CH:16]=[CH:17][CH:18]=3)[C:13](B(O)O)=[CH:12]2)(=[O:10])=[O:9])=[CH:4][CH:3]=1.Cl[C:24]1[N:29]=[C:28]([NH2:30])[N:27]=[C:26]([NH:31][C@@H:32]([CH:34]2[CH2:36][CH2:35]2)[CH3:33])[CH:25]=1. Given the product [CH:34]1([C@H:32]([NH:31][C:26]2[CH:25]=[C:24]([C:13]3[C:14]4[C:19](=[CH:18][CH:17]=[CH:16][CH:15]=4)[N:11]([S:8]([C:5]4[CH:6]=[CH:7][C:2]([CH3:1])=[CH:3][CH:4]=4)(=[O:10])=[O:9])[CH:12]=3)[N:29]=[C:28]([NH2:30])[N:27]=2)[CH3:33])[CH2:36][CH2:35]1, predict the reactants needed to synthesize it.